This data is from Reaction yield outcomes from USPTO patents with 853,638 reactions. The task is: Predict the reaction yield, written as a fraction of the theoretical maximum amount of product (1.0 means a 100% yield; for example, 0.34 means a 34% yield). (1) The catalyst is CO.O. The yield is 0.490. The product is [CH:1]1([CH2:4][N:5]2[C:9](=[O:10])[C:8]3=[CH:11][C:12]([NH2:15])=[CH:13][CH:14]=[C:7]3[C:6]2=[O:18])[CH2:2][CH2:3]1. The reactants are [CH:1]1([CH2:4][N:5]2[C:9](=[O:10])[C:8]3=[CH:11][C:12]([N+:15]([O-])=O)=[CH:13][CH:14]=[C:7]3[C:6]2=[O:18])[CH2:3][CH2:2]1.S(S([O-])=O)([O-])=O.[Na+].[Na+].C(=O)([O-])[O-].[Na+].[Na+]. (2) The reactants are [Cl:1][C:2]1[CH:7]=[CH:6][C:5]([N+:8]([O-:10])=[O:9])=[C:4]([CH2:11]Cl)[CH:3]=1.Cl.[CH2:14]([O:16][C:17](=[O:20])[CH2:18][NH2:19])[CH3:15].C(N(CC)CC)C. The catalyst is C(O)C. The product is [CH2:14]([O:16][C:17](=[O:20])[CH2:18][NH:19][CH2:11][C:4]1[CH:3]=[C:2]([Cl:1])[CH:7]=[CH:6][C:5]=1[N+:8]([O-:10])=[O:9])[CH3:15]. The yield is 0.990. (3) The reactants are [Cl:1][C:2]1[CH:7]=[CH:6][C:5]([CH:8]([NH:15][C:16]([C:18]2([NH:33]C(=O)OC(C)(C)C)[CH2:23][CH2:22][N:21]([C:24]3[C:25]4[CH:32]=[CH:31][NH:30][C:26]=4[N:27]=[CH:28][N:29]=3)[CH2:20][CH2:19]2)=[O:17])[CH2:9][NH:10][S:11]([CH3:14])(=[O:13])=[O:12])=[CH:4][CH:3]=1.FC(F)(F)C(O)=O. No catalyst specified. The product is [NH2:33][C:18]1([C:16]([NH:15][CH:8]([C:5]2[CH:4]=[CH:3][C:2]([Cl:1])=[CH:7][CH:6]=2)[CH2:9][NH:10][S:11]([CH3:14])(=[O:12])=[O:13])=[O:17])[CH2:19][CH2:20][N:21]([C:24]2[C:25]3[CH:32]=[CH:31][NH:30][C:26]=3[N:27]=[CH:28][N:29]=2)[CH2:22][CH2:23]1. The yield is 0.950. (4) The reactants are C(O)(C(F)(F)F)=O.[NH2:8][CH2:9][C:10]([OH:12])=[O:11].[CH3:13][CH2:14][C:15]1[C:24]2[CH2:25][N:26]3[C:31](=[O:32])[C:30]4[CH2:33][O:34][C:35]([C@:37]([OH:40])([CH2:38][CH3:39])[C:29]=4[CH:28]=[C:27]3[C:23]=2[N:22]=[C:21]2[C:16]=1[CH:17]=[C:18]([OH:41])[CH:19]=[CH:20]2)=[O:36].ON1C(=O)CCC1=O.C(N=C=NCCCN(C)C)C. The catalyst is CN(C)C=O. The product is [NH2:8][CH2:9][C:10]([OH:12])=[O:11].[CH3:13][CH2:14][C:15]1[C:24]2[CH2:25][N:26]3[C:31](=[O:32])[C:30]4[CH2:33][O:34][C:35]([C@:37]([OH:40])([CH2:38][CH3:39])[C:29]=4[CH:28]=[C:27]3[C:23]=2[N:22]=[C:21]2[C:16]=1[CH:17]=[C:18]([OH:41])[CH:19]=[CH:20]2)=[O:36]. The yield is 0.670. (5) The reactants are [Cl:1][C:2]1[CH:11]=[C:10]([CH3:12])[C:9]([N:13]2[CH:17]=[CH:16][CH:15]=[N:14]2)=[CH:8][C:3]=1[C:4](OC)=[O:5].CO.[NH3:20]. No catalyst specified. The product is [Cl:1][C:2]1[CH:11]=[C:10]([CH3:12])[C:9]([N:13]2[CH:17]=[CH:16][CH:15]=[N:14]2)=[CH:8][C:3]=1[C:4]([NH2:20])=[O:5]. The yield is 0.820. (6) The reactants are Cl[C:2]1[C:3]([C:10]([OH:12])=[O:11])=[N:4][C:5]([S:8][CH3:9])=[N:6][CH:7]=1.C(=O)([O-])[O-].[K+].[K+].[CH3:19][C:20]1[CH:25]=[CH:24][C:23]([CH3:26])=[CH:22][C:21]=1[N:27]1[C:31]([NH2:32])=[CH:30][C:29]([C:33]2[CH:38]=[CH:37][C:36]([F:39])=[CH:35][CH:34]=2)=[N:28]1. The catalyst is CN(C=O)C.C([O-])(=O)C.[Cu+2].C([O-])(=O)C. The product is [CH3:19][C:20]1[CH:25]=[CH:24][C:23]([CH3:26])=[CH:22][C:21]=1[N:27]1[C:31]([NH:32][C:2]2[C:3]([C:10]([OH:12])=[O:11])=[N:4][C:5]([S:8][CH3:9])=[N:6][CH:7]=2)=[CH:30][C:29]([C:33]2[CH:34]=[CH:35][C:36]([F:39])=[CH:37][CH:38]=2)=[N:28]1. The yield is 0.123. (7) The reactants are [CH3:1][N:2]1[C:10]2[C:5](=[C:6]([CH3:14])[CH:7]=[C:8]([N+:11]([O-])=O)[CH:9]=2)[CH:4]=[N:3]1.CC1C=C([N+]([O-])=O)C=C2C=1C=NN2.[H-].[Na+].CI. The catalyst is CN(C)C=O.O. The product is [CH3:1][N:2]1[C:10]2[C:5](=[C:6]([CH3:14])[CH:7]=[C:8]([NH2:11])[CH:9]=2)[CH:4]=[N:3]1. The yield is 0.590. (8) The reactants are [F:1][C:2]1[CH:7]=[CH:6][C:5]([C:8]2[N:9]=[C:10]3[C:15]([N+:16]([O-:18])=[O:17])=[CH:14][CH:13]=[CH:12][N:11]3[CH:19]=2)=[CH:4][CH:3]=1.[C:20](OC(=O)C)(=[O:22])[CH3:21].S(=O)(=O)(O)O. No catalyst specified. The product is [F:1][C:2]1[CH:3]=[CH:4][C:5]([C:8]2[N:9]=[C:10]3[C:15]([N+:16]([O-:18])=[O:17])=[CH:14][CH:13]=[CH:12][N:11]3[C:19]=2[C:20](=[O:22])[CH3:21])=[CH:6][CH:7]=1. The yield is 0.550. (9) The reactants are [Cl:1][C:2]1[CH:3]=[C:4]2[C:8](=[CH:9][CH:10]=1)[NH:7][CH:6]=[C:5]2[CH2:11][CH2:12][NH:13][C:14](=[O:22])[C:15]1[CH:20]=[CH:19][CH:18]=[CH:17][C:16]=1I.[C:23]1([CH3:32])[CH:28]=[CH:27][CH:26]=[CH:25][C:24]=1B(O)O.C(=O)([O-])[O-].[Na+].[Na+]. The catalyst is C(COC)OC.O.C1C=CC([P]([Pd]([P](C2C=CC=CC=2)(C2C=CC=CC=2)C2C=CC=CC=2)([P](C2C=CC=CC=2)(C2C=CC=CC=2)C2C=CC=CC=2)[P](C2C=CC=CC=2)(C2C=CC=CC=2)C2C=CC=CC=2)(C2C=CC=CC=2)C2C=CC=CC=2)=CC=1. The product is [Cl:1][C:2]1[CH:3]=[C:4]2[C:8](=[CH:9][CH:10]=1)[NH:7][CH:6]=[C:5]2[CH2:11][CH2:12][NH:13][C:14]([C:15]1[C:16]([C:24]2[CH:25]=[CH:26][CH:27]=[CH:28][C:23]=2[CH3:32])=[CH:17][CH:18]=[CH:19][CH:20]=1)=[O:22]. The yield is 0.630.